Dataset: NCI-60 drug combinations with 297,098 pairs across 59 cell lines. Task: Regression. Given two drug SMILES strings and cell line genomic features, predict the synergy score measuring deviation from expected non-interaction effect. (1) Drug 1: CCC1(CC2CC(C3=C(CCN(C2)C1)C4=CC=CC=C4N3)(C5=C(C=C6C(=C5)C78CCN9C7C(C=CC9)(C(C(C8N6C=O)(C(=O)OC)O)OC(=O)C)CC)OC)C(=O)OC)O.OS(=O)(=O)O. Drug 2: CC1=C(C(CCC1)(C)C)C=CC(=CC=CC(=CC(=O)O)C)C. Cell line: SF-268. Synergy scores: CSS=6.80, Synergy_ZIP=-13.3, Synergy_Bliss=-15.3, Synergy_Loewe=-16.2, Synergy_HSA=-12.9. (2) Drug 1: CS(=O)(=O)C1=CC(=C(C=C1)C(=O)NC2=CC(=C(C=C2)Cl)C3=CC=CC=N3)Cl. Drug 2: CS(=O)(=O)CCNCC1=CC=C(O1)C2=CC3=C(C=C2)N=CN=C3NC4=CC(=C(C=C4)OCC5=CC(=CC=C5)F)Cl. Cell line: HT29. Synergy scores: CSS=4.80, Synergy_ZIP=8.74, Synergy_Bliss=6.70, Synergy_Loewe=0.0233, Synergy_HSA=0.713. (3) Drug 1: CCC(=C(C1=CC=CC=C1)C2=CC=C(C=C2)OCCN(C)C)C3=CC=CC=C3.C(C(=O)O)C(CC(=O)O)(C(=O)O)O. Drug 2: CC1CCC2CC(C(=CC=CC=CC(CC(C(=O)C(C(C(=CC(C(=O)CC(OC(=O)C3CCCCN3C(=O)C(=O)C1(O2)O)C(C)CC4CCC(C(C4)OC)O)C)C)O)OC)C)C)C)OC. Cell line: OVCAR-4. Synergy scores: CSS=4.68, Synergy_ZIP=1.63, Synergy_Bliss=6.05, Synergy_Loewe=0.873, Synergy_HSA=4.41. (4) Drug 1: C1=CC(=CC=C1CC(C(=O)O)N)N(CCCl)CCCl.Cl. Drug 2: CCCCCOC(=O)NC1=NC(=O)N(C=C1F)C2C(C(C(O2)C)O)O. Cell line: 786-0. Synergy scores: CSS=21.9, Synergy_ZIP=-5.75, Synergy_Bliss=0.234, Synergy_Loewe=-9.03, Synergy_HSA=-1.51. (5) Drug 1: C1=NC2=C(N1)C(=S)N=C(N2)N. Drug 2: C1CN1P(=S)(N2CC2)N3CC3. Cell line: SK-MEL-5. Synergy scores: CSS=45.3, Synergy_ZIP=-3.94, Synergy_Bliss=-3.29, Synergy_Loewe=-5.29, Synergy_HSA=-2.48.